Dataset: Plasma protein binding rate (PPBR) regression data from AstraZeneca. Task: Regression/Classification. Given a drug SMILES string, predict its absorption, distribution, metabolism, or excretion properties. Task type varies by dataset: regression for continuous measurements (e.g., permeability, clearance, half-life) or binary classification for categorical outcomes (e.g., BBB penetration, CYP inhibition). For this dataset (ppbr_az), we predict Y. (1) The drug is O=c1[nH]cnc2scc(-c3cccs3)c12. The Y is 98.9 %. (2) The molecule is COCCC(=O)NC(C)c1ccc(Nc2ncc3cc(-c4ccncc4)ccc3n2)cc1. The Y is 98.6 %. (3) The molecule is COc1ccc2nc(NC(=O)CCc3ccc(OC)c(OC)c3)sc2c1. The Y is 99.9 %.